Task: Predict the reactants needed to synthesize the given product.. Dataset: Full USPTO retrosynthesis dataset with 1.9M reactions from patents (1976-2016) (1) Given the product [CH3:1][N:2]1[C:10]2[CH:9]=[CH:8][CH:7]=[C:6]([NH2:11])[C:5]=2[CH2:4][CH2:3]1, predict the reactants needed to synthesize it. The reactants are: [CH3:1][N:2]1[C:10]2[C:5](=[C:6]([N+:11]([O-])=O)[CH:7]=[CH:8][CH:9]=2)[CH2:4][CH2:3]1. (2) Given the product [NH2:38][CH2:39][CH2:40][N:1]([CH2:74][CH2:73][NH2:72])[C@H:2]1[CH2:7][CH2:6][CH2:5][N:4]([CH2:8][C:9]2[C:18]([Cl:19])=[C:17]3[C:12]([C:13](=[O:33])[N:14]([CH2:20][C:21]4[CH:26]=[C:25]([Cl:27])[CH:24]=[CH:23][C:22]=4[S:28]([CH2:31][CH3:32])(=[O:30])=[O:29])[CH:15]=[N:16]3)=[CH:11][C:10]=2[C:34]([F:35])([F:36])[F:37])[CH2:3]1, predict the reactants needed to synthesize it. The reactants are: [NH2:1][C@H:2]1[CH2:7][CH2:6][CH2:5][N:4]([CH2:8][C:9]2[C:18]([Cl:19])=[C:17]3[C:12]([C:13](=[O:33])[N:14]([CH2:20][C:21]4[CH:26]=[C:25]([Cl:27])[CH:24]=[CH:23][C:22]=4[S:28]([CH2:31][CH3:32])(=[O:30])=[O:29])[CH:15]=[N:16]3)=[CH:11][C:10]=2[C:34]([F:37])([F:36])[F:35])[CH2:3]1.[NH2:38][C:39]1C=CC(C(F)(F)F)=C[C:40]=1C(NCC1C=C(Br)C=CC=1S(CC)(=O)=O)=O.C(OC([NH:72][C@H:73](C)[C:74](O)=O)=O)(C)(C)C.CN(C(ON1N=NC2C=CC=NC1=2)=[N+](C)C)C.F[P-](F)(F)(F)(F)F.